This data is from Full USPTO retrosynthesis dataset with 1.9M reactions from patents (1976-2016). The task is: Predict the reactants needed to synthesize the given product. Given the product [Si:18]([O:17][CH2:16][CH2:15][CH2:14][N:1]1[C:5]2[CH:6]=[CH:7][CH:8]=[CH:9][C:4]=2[N:3]=[C:2]1[NH2:10])([C:21]([CH3:22])([CH3:23])[CH3:24])([CH3:20])[CH3:19], predict the reactants needed to synthesize it. The reactants are: [NH:1]1[C:5]2[CH:6]=[CH:7][CH:8]=[CH:9][C:4]=2[N:3]=[C:2]1[NH2:10].[OH-].[K+].Br[CH2:14][CH2:15][CH2:16][O:17][Si:18]([C:21]([CH3:24])([CH3:23])[CH3:22])([CH3:20])[CH3:19].C(Cl)Cl.